This data is from Full USPTO retrosynthesis dataset with 1.9M reactions from patents (1976-2016). The task is: Predict the reactants needed to synthesize the given product. (1) Given the product [F:1][C:2]1[CH:10]=[C:6]([C:7]([NH:19][CH2:20][C:21]2[CH:30]=[CH:29][C:24]([C:25]([OH:27])=[O:26])=[C:23]([CH3:31])[CH:22]=2)=[O:9])[C:5]([O:11][C:12]2[CH:17]=[CH:16][C:15]([F:18])=[CH:14][CH:13]=2)=[N:4][CH:3]=1, predict the reactants needed to synthesize it. The reactants are: [F:1][C:2]1[CH:3]=[N:4][C:5]([O:11][C:12]2[CH:17]=[CH:16][C:15]([F:18])=[CH:14][CH:13]=2)=[C:6]([CH:10]=1)[C:7]([OH:9])=O.[NH2:19][CH2:20][C:21]1[CH:30]=[CH:29][C:24]([C:25]([O:27]C)=[O:26])=[C:23]([CH3:31])[CH:22]=1. (2) Given the product [CH3:13][C:11]1[CH:12]=[C:7]([C:26]2[C:25]3[NH:1][C:2]4[C:19](=[CH:20][CH:5]=[CH:4][CH:3]=4)[C:18]=3[CH:17]=[CH:16][CH:15]=2)[CH:8]=[C:9]([CH3:14])[CH:10]=1, predict the reactants needed to synthesize it. The reactants are: [NH:1]1[CH:5]=[CH:4][CH:3]=[CH:2]1.I[C:7]1[CH:8]=[C:9]([CH3:14])[CH:10]=[C:11]([CH3:13])[CH:12]=1.[CH3:15][CH2:16][CH2:17][CH2:18][CH2:19][CH3:20].C(O[CH2:25][CH3:26])(=O)C. (3) Given the product [CH3:17][C:18]1[CH:19]=[CH:20][C:21]([CH2:22][N:23]2[C:27](=[O:28])[C:26](=[CH:1][C:3]3[O:7][C:6]([C:8]4[CH:9]=[CH:10][C:11]([S:14]([NH2:16])(=[O:15])=[O:34])=[CH:12][CH:13]=4)=[CH:5][CH:4]=3)[S:25][C:24]2=[S:29])=[CH:30][CH:31]=1, predict the reactants needed to synthesize it. The reactants are: [CH:1]([C:3]1[O:7][C:6]([C:8]2[CH:13]=[CH:12][C:11]([S:14]([NH2:16])=[O:15])=[CH:10][CH:9]=2)=[CH:5][CH:4]=1)=O.[CH3:17][C:18]1[CH:31]=[CH:30][C:21]([CH2:22][N:23]2[C:27](=[O:28])[CH2:26][S:25][C:24]2=[S:29])=[CH:20][CH:19]=1.C([OH:34])C. (4) Given the product [F:22][P-:23]([F:28])([F:27])([F:26])([F:25])[F:24].[CH2:2]([N+:8]1[CH:12]=[CH:11][N:10]([C:13]2[C:18]([CH3:19])=[CH:17][C:16]([CH3:20])=[CH:15][C:14]=2[CH3:21])[CH:9]=1)[CH2:3][CH2:4][CH2:5][CH2:6][CH3:7], predict the reactants needed to synthesize it. The reactants are: [Br-].[CH2:2]([N+:8]1[CH:12]=[CH:11][N:10]([C:13]2[C:18]([CH3:19])=[CH:17][C:16]([CH3:20])=[CH:15][C:14]=2[CH3:21])[CH:9]=1)[CH2:3][CH2:4][CH2:5][CH2:6][CH3:7].[F:22][P-:23]([F:28])([F:27])([F:26])([F:25])[F:24].[NH4+]. (5) Given the product [C:1]1([S:7]([N:10]2[C:22]3[CH:21]=[CH:20][CH:19]=[C:18]([O:23][CH2:24][CH:26]4[CH2:27][O:28]4)[C:17]=3[C:16]3[C:11]2=[CH:12][CH:13]=[CH:14][CH:15]=3)(=[O:9])=[O:8])[CH:2]=[CH:3][CH:4]=[CH:5][CH:6]=1, predict the reactants needed to synthesize it. The reactants are: [C:1]1([S:7]([N:10]2[C:22]3[CH:21]=[CH:20][CH:19]=[C:18]([OH:23])[C:17]=3[C:16]3[C:11]2=[CH:12][CH:13]=[CH:14][CH:15]=3)(=[O:9])=[O:8])[CH:6]=[CH:5][CH:4]=[CH:3][CH:2]=1.[CH2:24]([CH:26]1[O:28][CH2:27]1)Cl. (6) The reactants are: I[C:2]1[CH:7]=[CH:6][CH:5]=[CH:4][C:3]=1[NH:8][C:9](=[O:19])[O:10][CH2:11][CH2:12][CH:13]1[CH2:17][CH2:16][CH2:15][N:14]1[CH3:18].[NH2:20][C:21]1[CH:22]=[C:23](B(O)O)[CH:24]=[CH:25][CH:26]=1.C(=O)([O-])[O-].[Na+].[Na+]. Given the product [NH2:20][C:21]1[CH:26]=[C:25]([C:2]2[CH:7]=[CH:6][CH:5]=[CH:4][C:3]=2[NH:8][C:9](=[O:19])[O:10][CH2:11][CH2:12][CH:13]2[CH2:17][CH2:16][CH2:15][N:14]2[CH3:18])[CH:24]=[CH:23][CH:22]=1, predict the reactants needed to synthesize it. (7) Given the product [C:9]([C:11]1[CH:12]=[C:13]([CH:41]=[CH:42][CH:43]=1)[CH2:14][N:15]1[CH:19]=[C:18]([NH:20][C:21]([C:23]2[C:31]3[C:26](=[CH:27][C:28]([C:29]4[CH:48]=[CH:47][N:46]=[CH:45][CH:30]=4)=[CH:3][CH:4]=3)[NH:25][N:24]=2)=[O:22])[CH:17]=[N:16]1)#[N:10], predict the reactants needed to synthesize it. The reactants are: N1C=[CH:4][CH2:3]N1B(O)O.[C:9]([C:11]1[CH:12]=[C:13]([CH:41]=[CH:42][CH:43]=1)[CH2:14][N:15]1[CH:19]=[C:18]([NH:20][C:21]([C:23]2[C:31]3[C:26](=[CH:27][C:28](Br)=[CH:29][CH:30]=3)[N:25](COCC[Si](C)(C)C)[N:24]=2)=[O:22])[CH:17]=[N:16]1)#[N:10].S1[CH:48]=[C:47](CN2C=C(NC(C3C4C(=CC(Br)=CC=4)N(COCC[Si](C)(C)C)N=3)=O)C=N2)[N:46]=[CH:45]1. (8) Given the product [CH3:14][C:13]([S:15][CH3:16])([CH3:17])[C@@H:9]([NH:8][C:6](=[O:7])[O:5][C:1]([CH3:2])([CH3:3])[CH3:4])[C:10]([N:53]1[CH2:52][CH2:51][CH:50]([N:48]2[CH2:49][C:45]3=[CH:44][N:43]=[C:42]([CH3:41])[N:46]3[C:47]2=[O:56])[CH2:55][CH2:54]1)=[O:12], predict the reactants needed to synthesize it. The reactants are: [C:1]([O:5][C:6]([NH:8][C@H:9]([C:13]([CH3:17])([S:15][CH3:16])[CH3:14])[C:10]([OH:12])=O)=[O:7])([CH3:4])([CH3:3])[CH3:2].C1C=CC2N(O)N=NC=2C=1.CCN=C=NCCCN(C)C.Cl.Cl.[CH3:41][C:42]1[N:46]2[C:47](=[O:56])[N:48]([CH:50]3[CH2:55][CH2:54][NH:53][CH2:52][CH2:51]3)[CH2:49][C:45]2=[CH:44][N:43]=1.C1CCN2C(=NCCC2)CC1. (9) The reactants are: [OH:1][C:2]1[C:7]([OH:8])=[CH:6][CH:5]=[CH:4][N:3]=1.[NH2:9][C:10]1[CH:15]=[CH:14][CH:13]=[CH:12][CH:11]=1.C([C:19]1[CH:25]=[CH:24][C:22]([NH2:23])=[CH:21][CH:20]=1)(=O)C. Given the product [C:10]1([NH:9][C:5]2[C:4]([NH:23][C:22]3[CH:24]=[CH:25][CH:19]=[CH:20][CH:21]=3)=[N:3][C:2](=[O:1])[C:7](=[O:8])[CH:6]=2)[CH:15]=[CH:14][CH:13]=[CH:12][CH:11]=1, predict the reactants needed to synthesize it.